This data is from Forward reaction prediction with 1.9M reactions from USPTO patents (1976-2016). The task is: Predict the product of the given reaction. (1) Given the reactants [CH2:1]([O:8][C:9]([N:11]1[CH2:16][CH2:15][NH:14][CH2:13][CH2:12]1)=[O:10])[C:2]1[CH:7]=[CH:6][CH:5]=[CH:4][CH:3]=1.Cl[CH2:18][C:19]([C:21]1[CH:22]=[CH:23][C:24]2[O:29][CH2:28][C:27](=[O:30])[NH:26][C:25]=2[CH:31]=1)=[O:20].C(N(CC)CC)C, predict the reaction product. The product is: [CH2:1]([O:8][C:9]([N:11]1[CH2:16][CH2:15][N:14]([CH2:18][CH:19]([OH:20])[C:21]2[CH:22]=[CH:23][C:24]3[O:29][CH2:28][C:27](=[O:30])[NH:26][C:25]=3[CH:31]=2)[CH2:13][CH2:12]1)=[O:10])[C:2]1[CH:7]=[CH:6][CH:5]=[CH:4][CH:3]=1. (2) The product is: [CH3:29][C:27]1([C:26]([O:31][CH3:32])=[O:30])[O:1][CH2:2][CH:3]([CH2:4][C:5]2[CH:23]=[CH:22][CH:21]=[C:7]([CH2:8][C:9]3[N:10]=[C:11]([C:15]4[CH:20]=[CH:19][CH:18]=[CH:17][CH:16]=4)[O:12][C:13]=3[CH3:14])[CH:6]=2)[CH2:24][O:25]1. Given the reactants [OH:1][CH2:2][CH:3]([CH2:24][OH:25])[CH2:4][C:5]1[CH:6]=[C:7]([CH:21]=[CH:22][CH:23]=1)[CH2:8][C:9]1[N:10]=[C:11]([C:15]2[CH:20]=[CH:19][CH:18]=[CH:17][CH:16]=2)[O:12][C:13]=1[CH3:14].[C:26]([O:31][CH3:32])(=[O:30])[C:27]([CH3:29])=O.B(F)(F)F.CCOCC.C(=O)([O-])O.[Na+], predict the reaction product.